From a dataset of Catalyst prediction with 721,799 reactions and 888 catalyst types from USPTO. Predict which catalyst facilitates the given reaction. (1) Reactant: [Cl:1][C:2]1[CH:3]=[CH:4][C:5]2[NH:11][C:10](=[O:12])[CH:9]([CH2:13][C:14]([OH:16])=[O:15])[S:8][CH:7]([C:17]3[CH:22]=[CH:21][CH:20]=[C:19]([F:23])[C:18]=3[F:24])[C:6]=2[CH:25]=1.[CH2:26](O)[CH3:27]. Product: [Cl:1][C:2]1[CH:3]=[CH:4][C:5]2[NH:11][C:10](=[O:12])[C@@H:9]([CH2:13][C:14]([O:16][CH2:26][CH3:27])=[O:15])[S:8][C@H:7]([C:17]3[CH:22]=[CH:21][CH:20]=[C:19]([F:23])[C:18]=3[F:24])[C:6]=2[CH:25]=1. The catalyst class is: 33. (2) Reactant: O=[C:2]1[CH2:16][CH2:15][C:5]2([CH2:10][CH2:9][CH:8]([CH2:11][C:12]([O-:14])=[O:13])[CH2:7][CH2:6]2)[CH2:4][CH2:3]1.[C:17]([Si:21]([CH3:27])([CH3:26])[O:22][CH2:23][CH2:24][NH2:25])([CH3:20])([CH3:19])[CH3:18].[C:28]([BH3-])#N.[Na+]. Product: [Si:21]([O:22][CH2:23][CH2:24][NH:25][CH:2]1[CH2:16][CH2:15][C:5]2([CH2:10][CH2:9][CH:8]([CH2:11][C:12]([O:14][CH3:28])=[O:13])[CH2:7][CH2:6]2)[CH2:4][CH2:3]1)([C:17]([CH3:20])([CH3:19])[CH3:18])([CH3:27])[CH3:26]. The catalyst class is: 26. (3) Reactant: [F:1][C:2]([F:13])([F:12])[C:3]1[CH:11]=[CH:10][C:6]([C:7]([NH2:9])=[S:8])=[CH:5][CH:4]=1.[CH3:14][O:15][C:16](=[O:26])[C:17]([CH3:25])([CH3:24])[C:18](=O)[CH:19](Br)[CH2:20][CH3:21]. Product: [CH3:14][O:15][C:16](=[O:26])[C:17]([CH3:25])([C:18]1[N:9]=[C:7]([C:6]2[CH:10]=[CH:11][C:3]([C:2]([F:1])([F:12])[F:13])=[CH:4][CH:5]=2)[S:8][C:19]=1[CH2:20][CH3:21])[CH3:24]. The catalyst class is: 8. (4) Reactant: [Cl:1][C:2]1[CH:15]=[CH:14][C:13]2[C:4](=[C:5]3[C:10](=[CH:11][CH:12]=2)[CH:9]=[CH:8][CH:7]=[N:6]3)[N:3]=1.[S:16]([O:21]C)([O:19][CH3:20])(=[O:18])=[O:17]. Product: [S:16]([O-:21])([OH:19])(=[O:18])=[O:17].[Cl:1][C:2]1[CH:15]=[CH:14][C:13]2[C:4]([N:3]=1)=[C:5]1[C:10]([CH:9]=[CH:8][CH:7]=[N+:6]1[CH3:20])=[CH:11][CH:12]=2. The catalyst class is: 27. (5) Reactant: [CH3:1][C:2](C)([O-])[CH3:3].[K+].[Cl:7][C:8]1[CH:13]=[CH:12][C:11]([C:14]([C:16]2[NH:17][CH:18]=[CH:19][CH:20]=2)=O)=[CH:10][CH:9]=1.ClCC[O:24]C.[OH2:26]. Product: [Cl:7][C:8]1[CH:9]=[CH:10][C:11]([C:14]2[CH:19]=[CH:18][N:17]([O:26][CH2:1][CH2:2][CH3:3])[C:16]=2[CH:20]=[O:24])=[CH:12][CH:13]=1. The catalyst class is: 1. (6) Reactant: [NH2:1][C:2]1[N:3]=[CH:4][C:5]([C:22]2[CH:27]=[CH:26][N:25]=[C:24]([C:28]3([C:34]#[N:35])[CH2:33][CH2:32][O:31][CH2:30][CH2:29]3)[CH:23]=2)=[N:6][C:7]=1[C:8]1[O:12][N:11]=[C:10]([C:13]2[CH:18]=[CH:17][C:16]([CH2:19][NH:20][CH3:21])=[CH:15][CH:14]=2)[CH:9]=1.[OH-:36].[Na+]. Product: [NH2:1][C:2]1[N:3]=[CH:4][C:5]([C:22]2[CH:27]=[CH:26][N:25]=[C:24]([C:28]3([C:34]([NH2:35])=[O:36])[CH2:29][CH2:30][O:31][CH2:32][CH2:33]3)[CH:23]=2)=[N:6][C:7]=1[C:8]1[O:12][N:11]=[C:10]([C:13]2[CH:18]=[CH:17][C:16]([CH2:19][NH:20][CH3:21])=[CH:15][CH:14]=2)[CH:9]=1. The catalyst class is: 24. (7) Reactant: CS(O[CH:6]1[CH2:9][N:8]([C:10]2[S:11][CH:12]=[C:13]([CH2:15][NH:16][C:17]([O:19][CH2:20][C:21]3[CH:26]=[CH:25][C:24]([N+:27]([O-:29])=[O:28])=[CH:23][CH:22]=3)=[O:18])[N:14]=2)[CH2:7]1)(=O)=O.[C:30]([O-:33])(=[S:32])[CH3:31].[K+]. The catalyst class is: 9. Product: [C:30]([S:32][CH:6]1[CH2:7][N:8]([C:10]2[S:11][CH:12]=[C:13]([CH2:15][NH:16][C:17]([O:19][CH2:20][C:21]3[CH:26]=[CH:25][C:24]([N+:27]([O-:29])=[O:28])=[CH:23][CH:22]=3)=[O:18])[N:14]=2)[CH2:9]1)(=[O:33])[CH3:31]. (8) Reactant: [O:1]=[C:2]([CH3:15])[CH2:3][C:4]1[CH:14]=[CH:13][C:7]([C:8]([O:10][CH2:11][CH3:12])=[O:9])=[CH:6][CH:5]=1.C([O-])(=O)C.[NH4+].[BH4-].[Na+]. Product: [OH:1][CH:2]([CH3:15])[CH2:3][C:4]1[CH:14]=[CH:13][C:7]([C:8]([O:10][CH2:11][CH3:12])=[O:9])=[CH:6][CH:5]=1. The catalyst class is: 5. (9) Reactant: [C:1]([NH:20][C:21]([NH:23]C(=O)C1C=CC=CC=1)=[S:22])([C:14]1[CH:19]=[CH:18][CH:17]=[CH:16][CH:15]=1)([C:8]1[CH:13]=[CH:12][CH:11]=[CH:10][CH:9]=1)[C:2]1[CH:7]=[CH:6][CH:5]=[CH:4][CH:3]=1.[OH-].[Na+]. Product: [C:1]([NH:20][C:21]([NH2:23])=[S:22])([C:8]1[CH:9]=[CH:10][CH:11]=[CH:12][CH:13]=1)([C:14]1[CH:19]=[CH:18][CH:17]=[CH:16][CH:15]=1)[C:2]1[CH:3]=[CH:4][CH:5]=[CH:6][CH:7]=1. The catalyst class is: 24.